From a dataset of Forward reaction prediction with 1.9M reactions from USPTO patents (1976-2016). Predict the product of the given reaction. (1) The product is: [CH:1]1([O:6][C:7]2[CH:15]=[CH:14][C:13]([S:16]([CH3:19])(=[O:18])=[O:17])=[CH:12][C:8]=2[C:9]([N:33]2[CH2:32][CH:31]=[C:30]([C:27]3[CH:28]=[CH:29][C:24]([S:21]([CH3:20])(=[O:23])=[O:22])=[CH:25][CH:26]=3)[CH2:35][CH2:34]2)=[O:11])[CH2:2][CH2:3][CH2:4][CH2:5]1. Given the reactants [CH:1]1([O:6][C:7]2[CH:15]=[CH:14][C:13]([S:16]([CH3:19])(=[O:18])=[O:17])=[CH:12][C:8]=2[C:9]([OH:11])=O)[CH2:5][CH2:4][CH2:3][CH2:2]1.[CH3:20][S:21]([C:24]1[CH:29]=[CH:28][C:27]([C:30]2[CH2:31][CH2:32][NH:33][CH2:34][CH:35]=2)=[CH:26][CH:25]=1)(=[O:23])=[O:22], predict the reaction product. (2) Given the reactants Cl[C:2]1[C:11]2[C:6](=[C:7]([O:14][CH3:15])[C:8]([O:12][CH3:13])=[CH:9][CH:10]=2)[N:5]=[CH:4][N:3]=1.Cl.[O:17]1[CH2:21][CH2:20][C@@H:19]([NH2:22])[CH2:18]1, predict the reaction product. The product is: [CH3:13][O:12][C:8]1[C:7]([O:14][CH3:15])=[C:6]2[C:11]([C:2]([NH:22][C@@H:19]3[CH2:20][CH2:21][O:17][CH2:18]3)=[N:3][CH:4]=[N:5]2)=[CH:10][CH:9]=1.